This data is from Full USPTO retrosynthesis dataset with 1.9M reactions from patents (1976-2016). The task is: Predict the reactants needed to synthesize the given product. Given the product [CH2:1]([O:3][C:4]([C:6]1[C:7](=[O:29])[N:8]([CH2:31][C:32](=[O:33])[C:34]2[CH:39]=[CH:38][CH:37]=[CH:36][CH:35]=2)[C:9]2[C:14]([C:15]=1[N:16]1[CH2:21][CH2:20][N:19]([C:22]([C:24]3[S:25][CH:26]=[CH:27][CH:28]=3)=[O:23])[CH2:18][CH2:17]1)=[CH:13][N:12]=[CH:11][CH:10]=2)=[O:5])[CH3:2], predict the reactants needed to synthesize it. The reactants are: [CH2:1]([O:3][C:4]([C:6]1[C:7](=[O:29])[NH:8][C:9]2[C:14]([C:15]=1[N:16]1[CH2:21][CH2:20][N:19]([C:22]([C:24]3[S:25][CH:26]=[CH:27][CH:28]=3)=[O:23])[CH2:18][CH2:17]1)=[CH:13][N:12]=[CH:11][CH:10]=2)=[O:5])[CH3:2].Br[CH2:31][C:32]([C:34]1[CH:39]=[CH:38][CH:37]=[CH:36][CH:35]=1)=[O:33].